This data is from Forward reaction prediction with 1.9M reactions from USPTO patents (1976-2016). The task is: Predict the product of the given reaction. (1) Given the reactants [Br:1][C:2]1[C:11]2[N:10]=[CH:9][CH:8]=[N:7][C:6]=2[C:5]([C:12]([O:14]C)=[O:13])=[C:4]([O:16]C)[CH:3]=1.B(Br)(Br)Br, predict the reaction product. The product is: [Br:1][C:2]1[C:11]2[N:10]=[CH:9][CH:8]=[N:7][C:6]=2[C:5]([C:12]([OH:14])=[O:13])=[C:4]([OH:16])[CH:3]=1. (2) The product is: [CH2:17]([N:19]1[C:23]([NH:24][C:2]2[C:11]3[C:6](=[CH:7][CH:8]=[C:9]([S:12][CH3:13])[CH:10]=3)[N:5]=[N:4][C:3]=2[C:14]([NH2:16])=[O:15])=[CH:22][CH:21]=[N:20]1)[CH3:18]. Given the reactants Cl[C:2]1[C:11]2[C:6](=[CH:7][CH:8]=[C:9]([S:12][CH3:13])[CH:10]=2)[N:5]=[N:4][C:3]=1[C:14]([NH2:16])=[O:15].[CH2:17]([N:19]1[C:23]([NH2:24])=[CH:22][CH:21]=[N:20]1)[CH3:18].Cl.N1C=CC=CC=1, predict the reaction product. (3) Given the reactants [Si:1]([O:8][C@@H:9]1[CH2:14][C@@H:13](C(O)O)[O:12][C:11](=[O:18])[CH2:10]1)([C:4]([CH3:7])([CH3:6])[CH3:5])([CH3:3])[CH3:2].C1(C)C(S(O)(=O)=O)=CC=CC=1.[CH:30]([O:35][CH3:36])([O:33][CH3:34])OC.C([O-])(O)=O.[Na+], predict the reaction product. The product is: [Si:1]([O:8][C@@H:9]1[CH2:14][C@@H:13]([CH:30]([O:33][CH3:34])[O:35][CH3:36])[O:12][C:11](=[O:18])[CH2:10]1)([C:4]([CH3:7])([CH3:6])[CH3:5])([CH3:3])[CH3:2]. (4) Given the reactants Br[C:2]1[CH:31]=[CH:30][C:5]2[N:6]([C:9]3[S:13][C:12]([C:14]([NH2:16])=[O:15])=[C:11]([O:17][CH:18]([C:20]4[CH:25]=[CH:24][CH:23]=[CH:22][C:21]=4[C:26]([F:29])([F:28])[F:27])[CH3:19])[CH:10]=3)[CH:7]=[N:8][C:4]=2[CH:3]=1.[N:32]1[CH:37]=[CH:36][C:35](B(O)O)=[CH:34][C:33]=1[CH3:41], predict the reaction product. The product is: [CH3:41][C:33]1[CH:34]=[C:35]([C:2]2[CH:31]=[CH:30][C:5]3[N:6]([C:9]4[S:13][C:12]([C:14]([NH2:16])=[O:15])=[C:11]([O:17][C@@H:18]([C:20]5[CH:25]=[CH:24][CH:23]=[CH:22][C:21]=5[C:26]([F:27])([F:29])[F:28])[CH3:19])[CH:10]=4)[CH:7]=[N:8][C:4]=3[CH:3]=2)[CH:36]=[CH:37][N:32]=1.